From a dataset of TCR-epitope binding with 47,182 pairs between 192 epitopes and 23,139 TCRs. Binary Classification. Given a T-cell receptor sequence (or CDR3 region) and an epitope sequence, predict whether binding occurs between them. (1) The epitope is SEETGTLIV. The TCR CDR3 sequence is CASSPGPGSYEQYF. Result: 1 (the TCR binds to the epitope). (2) The epitope is VTEHDTLLY. The TCR CDR3 sequence is CSARAAGTSGRRGDTQYF. Result: 0 (the TCR does not bind to the epitope).